Dataset: Forward reaction prediction with 1.9M reactions from USPTO patents (1976-2016). Task: Predict the product of the given reaction. (1) Given the reactants [F:1][C:2]([F:7])([F:6])[C:3]([OH:5])=[O:4].[F:8][C:9]([F:14])([F:13])[C:10]([OH:12])=[O:11].FC(F)(F)C(O)=O.[Cl:22][C:23]1[CH:24]=[N:25][C:26]2[NH:27][C:28]3[CH:29]=[N:30][CH:31]=[C:32]([CH:53]=3)[CH2:33][CH2:34][C:35]3[CH:43]=[C:39]([NH:40][C:41]=1[N:42]=2)[CH:38]=[CH:37][C:36]=3[NH:44][C:45](=[O:52])[CH2:46][C@@H:47]1[CH2:51][CH2:50][NH:49][CH2:48]1.[CH3:54][C:55]1[O:59][N:58]=[C:57]([C:60](Cl)=[O:61])[CH:56]=1, predict the reaction product. The product is: [F:1][C:2]([F:7])([F:6])[C:3]([OH:5])=[O:4].[F:8][C:9]([F:14])([F:13])[C:10]([OH:12])=[O:11].[Cl:22][C:23]1[CH:24]=[N:25][C:26]2[NH:27][C:28]3[CH:29]=[N:30][CH:31]=[C:32]([CH:53]=3)[CH2:33][CH2:34][C:35]3[CH:43]=[C:39]([NH:40][C:41]=1[N:42]=2)[CH:38]=[CH:37][C:36]=3[NH:44][C:45](=[O:52])[CH2:46][C@@H:47]1[CH2:51][CH2:50][N:49]([C:60]([C:57]2[CH:56]=[C:55]([CH3:54])[O:59][N:58]=2)=[O:61])[CH2:48]1. (2) Given the reactants [CH2:1]([C@@:4]1([CH2:36][O:37][CH2:38][CH2:39][Si:40]([CH3:43])([CH3:42])[CH3:41])[CH2:9][C@H:8]([C:10]2[CH:15]=[CH:14][CH:13]=[C:12]([Cl:16])[CH:11]=2)[C@@H:7]([C:17]2[CH:22]=[CH:21][C:20]([Cl:23])=[CH:19][CH:18]=2)[N:6]([C@@H:24]([CH2:33][CH3:34])[CH2:25][NH:26][S:27]([CH:30]2[CH2:32][CH2:31]2)(=[O:29])=[O:28])[C:5]1=[O:35])[CH:2]=[CH2:3].[H-].[Na+].I[CH3:47], predict the reaction product. The product is: [CH2:1]([C@@:4]1([CH2:36][O:37][CH2:38][CH2:39][Si:40]([CH3:43])([CH3:42])[CH3:41])[CH2:9][C@H:8]([C:10]2[CH:15]=[CH:14][CH:13]=[C:12]([Cl:16])[CH:11]=2)[C@@H:7]([C:17]2[CH:18]=[CH:19][C:20]([Cl:23])=[CH:21][CH:22]=2)[N:6]([C@@H:24]([CH2:33][CH3:34])[CH2:25][N:26]([CH3:47])[S:27]([CH:30]2[CH2:31][CH2:32]2)(=[O:28])=[O:29])[C:5]1=[O:35])[CH:2]=[CH2:3]. (3) Given the reactants [H-].[Al+3].[Li+].[H-].[H-].[H-].[O:7]1[C:11]2[CH:12]=[CH:13][CH:14]=[CH:15][C:10]=2[CH:9]=[C:8]1[C:16](O)=[O:17].O, predict the reaction product. The product is: [O:7]1[C:11]2[CH:12]=[CH:13][CH:14]=[CH:15][C:10]=2[CH:9]=[C:8]1[CH2:16][OH:17]. (4) The product is: [F:1][C:2]1[N:10]=[C:9]2[C:5]([N:6]=[CH:7][N:8]2[CH:12]([CH3:17])[CH3:13])=[C:4]([Cl:11])[N:3]=1. Given the reactants [F:1][C:2]1[N:10]=[C:9]2[C:5]([NH:6][CH:7]=[N:8]2)=[C:4]([Cl:11])[N:3]=1.[C:12]1(P(C2C=CC=CC=2)C2C=CC=CC=2)[CH:17]=CC=C[CH:13]=1.CC(O)C.N(C(OCC)=O)=NC(OCC)=O, predict the reaction product. (5) Given the reactants [CH3:1][O:2][C:3]1[CH:11]=[C:10]([O:12][CH3:13])[CH:9]=[C:8]2[C:4]=1[C:5](=[O:15])[C:6](=[O:14])[NH:7]2.O1C2=CC3C(=O)C(=O)NC=3C=C2OCC1.Br[CH:32]([C:39]1[CH:44]=[CH:43][CH:42]=[CH:41][CH:40]=1)[C:33]1[CH:38]=[CH:37][CH:36]=[CH:35][CH:34]=1.BrCC1OC(C(F)(F)F)=CC=1, predict the reaction product. The product is: [C:33]1([CH:32]([C:39]2[CH:40]=[CH:41][CH:42]=[CH:43][CH:44]=2)[N:7]2[C:8]3[C:4](=[C:3]([O:2][CH3:1])[CH:11]=[C:10]([O:12][CH3:13])[CH:9]=3)[C:5](=[O:15])[C:6]2=[O:14])[CH:38]=[CH:37][CH:36]=[CH:35][CH:34]=1. (6) Given the reactants [N+:1]([C:4]1[CH:5]=[C:6]([CH:10]=[C:11]([C:13]([F:16])([F:15])[F:14])[CH:12]=1)[C:7](O)=[O:8])([O-:3])=[O:2].C(Cl)(=O)C(Cl)=O.Cl.[CH3:24][NH:25][CH3:26].CCN(CC)CC, predict the reaction product. The product is: [N+:1]([C:4]1[CH:5]=[C:6]([CH:10]=[C:11]([C:13]([F:16])([F:15])[F:14])[CH:12]=1)[C:7]([N:25]([CH3:26])[CH3:24])=[O:8])([O-:3])=[O:2].